From a dataset of HIV replication inhibition screening data with 41,000+ compounds from the AIDS Antiviral Screen. Binary Classification. Given a drug SMILES string, predict its activity (active/inactive) in a high-throughput screening assay against a specified biological target. (1) The drug is COc1cc(C=C(C#N)c2ccc(Cl)cc2)ccc1OCc1ccccc1. The result is 0 (inactive). (2) The compound is Cc1ccc(C=C2N=C(N3CCCCC3)NC2=O)cc1. The result is 0 (inactive). (3) The molecule is O=c1oc2ccccc2c(O)c1C(c1ccc(Cl)cc1)c1c(O)c2ccccc2oc1=O. The result is 0 (inactive).